This data is from NCI-60 drug combinations with 297,098 pairs across 59 cell lines. The task is: Regression. Given two drug SMILES strings and cell line genomic features, predict the synergy score measuring deviation from expected non-interaction effect. (1) Drug 1: C1=C(C(=O)NC(=O)N1)F. Drug 2: CCC1=C2CN3C(=CC4=C(C3=O)COC(=O)C4(CC)O)C2=NC5=C1C=C(C=C5)O. Cell line: NCI-H322M. Synergy scores: CSS=42.1, Synergy_ZIP=6.81, Synergy_Bliss=6.67, Synergy_Loewe=9.28, Synergy_HSA=9.39. (2) Drug 1: CC1=CC=C(C=C1)C2=CC(=NN2C3=CC=C(C=C3)S(=O)(=O)N)C(F)(F)F. Drug 2: C1CNP(=O)(OC1)N(CCCl)CCCl. Cell line: SK-MEL-28. Synergy scores: CSS=-3.97, Synergy_ZIP=-0.0828, Synergy_Bliss=-3.93, Synergy_Loewe=-4.66, Synergy_HSA=-5.38. (3) Drug 1: CC1=C(C(CCC1)(C)C)C=CC(=CC=CC(=CC(=O)O)C)C. Drug 2: CC1=C(C(=CC=C1)Cl)NC(=O)C2=CN=C(S2)NC3=CC(=NC(=N3)C)N4CCN(CC4)CCO. Cell line: DU-145. Synergy scores: CSS=-4.15, Synergy_ZIP=3.49, Synergy_Bliss=3.65, Synergy_Loewe=-2.28, Synergy_HSA=-2.42.